Dataset: Forward reaction prediction with 1.9M reactions from USPTO patents (1976-2016). Task: Predict the product of the given reaction. (1) Given the reactants [Na].Cl.N[C:4]([NH:6][CH2:7][C:8]([CH3:13])([CH3:12])[C:9]([NH2:11])=[O:10])=[NH:5].[CH3:14][N:15]([CH3:48])[CH:16]1[CH2:21][CH2:20][N:19]([CH2:22][C:23]2[CH:28]=[CH:27][C:26]([C:29]3[CH:34]=[CH:33][C:32]([CH2:35][CH2:36][C:37](OCC)=[O:38])=[CH:31][C:30]=3[O:42][CH2:43][CH2:44][CH2:45][O:46][CH3:47])=[CH:25][CH:24]=2)[CH2:18][CH2:17]1.[Cl:49]CCl.[Cl-].[Na+].O, predict the reaction product. The product is: [ClH:49].[CH3:48][N:15]([CH3:14])[CH:16]1[CH2:17][CH2:18][N:19]([CH2:22][C:23]2[CH:24]=[CH:25][C:26]([C:29]3[CH:34]=[CH:33][C:32]([CH2:35][CH2:36][C:37]([NH:5][C:4]4[NH:6][CH2:7][C:8]([CH3:12])([CH3:13])[C:9](=[O:10])[N:11]=4)=[O:38])=[CH:31][C:30]=3[O:42][CH2:43][CH2:44][CH2:45][O:46][CH3:47])=[CH:27][CH:28]=2)[CH2:20][CH2:21]1. (2) The product is: [Cl:37][C:38]1[CH:43]=[C:42]([C:44]([F:47])([F:46])[F:45])[CH:41]=[CH:40][C:39]=1[C:48]1[CH:57]=[CH:56][CH:55]=[C:54]2[C:49]=1[CH:50]=[CH:51][C:52]([S:58]([N:29]([CH2:28][C:27]1[CH:26]=[CH:25][C:24]([O:23][CH3:22])=[CH:36][CH:35]=1)[C:30]1[S:31][CH:32]=[CH:33][N:34]=1)(=[O:59])=[O:60])=[CH:53]2. Given the reactants BrC1C=CC=C2C=1C=CC(S(NC1C=CN=CN=1)(=O)=O)=C2.[CH3:22][O:23][C:24]1[CH:36]=[CH:35][C:27]([CH2:28][NH:29][C:30]2[S:31][CH:32]=[CH:33][N:34]=2)=[CH:26][CH:25]=1.[Cl:37][C:38]1[CH:43]=[C:42]([C:44]([F:47])([F:46])[F:45])[CH:41]=[CH:40][C:39]=1[C:48]1[CH:57]=[CH:56][CH:55]=[C:54]2[C:49]=1[CH:50]=[CH:51][C:52]([S:58](OC1C(F)=C(F)C(F)=C(F)C=1F)(=[O:60])=[O:59])=[CH:53]2, predict the reaction product. (3) Given the reactants [F:1][C:2]([F:21])([F:20])[C:3]1[CH:8]=[CH:7][C:6]([NH:9][C:10]2[C:11]3[CH2:19][CH2:18][NH:17][CH2:16][C:12]=3[N:13]=[CH:14][N:15]=2)=[CH:5][CH:4]=1.Cl[C:23]1[C:28]([Cl:29])=[CH:27][CH:26]=[CH:25][N:24]=1.C(N(CC)C(C)C)(C)C, predict the reaction product. The product is: [Cl:29][C:28]1[C:23]([N:17]2[CH2:18][CH2:19][C:11]3[C:10]([NH:9][C:6]4[CH:5]=[CH:4][C:3]([C:2]([F:1])([F:20])[F:21])=[CH:8][CH:7]=4)=[N:15][CH:14]=[N:13][C:12]=3[CH2:16]2)=[N:24][CH:25]=[CH:26][CH:27]=1.